This data is from Peptide-MHC class I binding affinity with 185,985 pairs from IEDB/IMGT. The task is: Regression. Given a peptide amino acid sequence and an MHC pseudo amino acid sequence, predict their binding affinity value. This is MHC class I binding data. The peptide sequence is WLQKIPLQW. The MHC is HLA-A02:12 with pseudo-sequence HLA-A02:12. The binding affinity (normalized) is 0.0847.